Dataset: Catalyst prediction with 721,799 reactions and 888 catalyst types from USPTO. Task: Predict which catalyst facilitates the given reaction. (1) Reactant: C(OC(=O)[NH:7][C:8]([CH2:37][O:38]COC)([CH3:36])[CH2:9][CH2:10][C:11]1[CH:16]=[CH:15][C:14]([O:17][CH2:18][CH2:19][CH2:20][C:21]2[CH:26]=[CH:25][CH:24]=[C:23]([O:27][C:28]([F:31])([F:30])[F:29])[CH:22]=2)=[C:13]([C:32]([F:35])([F:34])[F:33])[CH:12]=1)(C)(C)C.[ClH:43]. Product: [ClH:43].[NH2:7][C:8]([CH3:36])([CH2:9][CH2:10][C:11]1[CH:16]=[CH:15][C:14]([O:17][CH2:18][CH2:19][CH2:20][C:21]2[CH:26]=[CH:25][CH:24]=[C:23]([O:27][C:28]([F:29])([F:30])[F:31])[CH:22]=2)=[C:13]([C:32]([F:33])([F:34])[F:35])[CH:12]=1)[CH2:37][OH:38]. The catalyst class is: 8. (2) The catalyst class is: 5. Reactant: Br[CH2:2][C:3]1[CH:8]=[CH:7][C:6]([S:9]([CH3:12])(=[O:11])=[O:10])=[C:5]([O:13][CH3:14])[CH:4]=1.[NH3:15]. Product: [CH3:14][O:13][C:5]1[CH:4]=[C:3]([CH:8]=[CH:7][C:6]=1[S:9]([CH3:12])(=[O:11])=[O:10])[CH2:2][NH2:15]. (3) Reactant: CC1(C)CCCC(C)(C)N1.[Br:11][C:12]1[CH:17]=[CH:16][C:15]([F:18])=[CH:14][CH:13]=1.[B:19](OC(C)C)([O:24]C(C)C)[O:20]C(C)C. Product: [Br:11][C:12]1[CH:17]=[CH:16][C:15]([F:18])=[C:14]([B:19]([OH:24])[OH:20])[CH:13]=1. The catalyst class is: 7. (4) Reactant: [Cl:1][C:2]1[CH:3]=[CH:4][C:5]2[C:11](=[O:12])[CH2:10][CH2:9][CH2:8][NH:7][C:6]=2[CH:13]=1.[H-].[Na+].[CH3:16]I.O. Product: [Cl:1][C:2]1[CH:3]=[CH:4][C:5]2[C:11](=[O:12])[CH2:10][CH2:9][CH2:8][N:7]([CH3:16])[C:6]=2[CH:13]=1. The catalyst class is: 3. (5) Reactant: C([Sn](CCCC)(CCCC)[C:6]1[O:10][N:9]=[C:8]([CH2:11][C:12]2[CH:25]=[CH:24][C:15]([CH2:16][O:17][C:18]3[CH:23]=[CH:22][CH:21]=[CH:20][N:19]=3)=[CH:14][CH:13]=2)[CH:7]=1)CCC.[I:34]I.S([O-])([O-])(=O)=S.[Na+].[Na+].C(OCC)(=O)C. Product: [I:34][C:6]1[O:10][N:9]=[C:8]([CH2:11][C:12]2[CH:25]=[CH:24][C:15]([CH2:16][O:17][C:18]3[CH:23]=[CH:22][CH:21]=[CH:20][N:19]=3)=[CH:14][CH:13]=2)[CH:7]=1. The catalyst class is: 7. (6) Reactant: [CH3:1][O:2][C:3]1[CH:11]=[CH:10][C:6]([C:7](Cl)=[O:8])=[CH:5][CH:4]=1.[NH2:12][CH2:13][CH2:14][NH2:15]. Product: [NH2:12][CH2:13][CH2:14][NH:15][C:7](=[O:8])[C:6]1[CH:10]=[CH:11][C:3]([O:2][CH3:1])=[CH:4][CH:5]=1. The catalyst class is: 4.